Dataset: Reaction yield outcomes from USPTO patents with 853,638 reactions. Task: Predict the reaction yield, written as a fraction of the theoretical maximum amount of product (1.0 means a 100% yield; for example, 0.34 means a 34% yield). (1) The reactants are [CH2:1]([O:3][C:4]1[CH:5]=[C:6]([N:13]2[CH2:18][CH2:17][NH:16][CH2:15][CH2:14]2)[CH:7]=[CH:8][C:9]=1[N+:10]([O-:12])=[O:11])[CH3:2].[CH:19]([S:21]([CH3:24])(=[O:23])=[O:22])=[CH2:20]. The catalyst is O1CCOCC1. The product is [CH2:1]([O:3][C:4]1[CH:5]=[C:6]([N:13]2[CH2:14][CH2:15][N:16]([CH2:20][CH2:19][S:21]([CH3:24])(=[O:23])=[O:22])[CH2:17][CH2:18]2)[CH:7]=[CH:8][C:9]=1[N+:10]([O-:12])=[O:11])[CH3:2]. The yield is 0.790. (2) The reactants are Br[C:2]1[CH:3]=[C:4]([CH:7]=[CH:8][C:9]=1[O:10][CH3:11])[CH:5]=[O:6].[CH3:12][C:13]1[C:14](B(O)O)=[CH:15][C:16]2[C:17]([CH3:26])([CH3:25])[CH2:18][CH2:19][C:20]([CH3:24])([CH3:23])[C:21]=2[CH:22]=1.C(=O)([O-])[O-].[K+].[K+]. The catalyst is COCCOC.O.C(OCC)(=O)C.[Pd].C1(P(C2C=CC=CC=2)C2C=CC=CC=2)C=CC=CC=1.C1(P(C2C=CC=CC=2)C2C=CC=CC=2)C=CC=CC=1.C1(P(C2C=CC=CC=2)C2C=CC=CC=2)C=CC=CC=1.C1(P(C2C=CC=CC=2)C2C=CC=CC=2)C=CC=CC=1. The product is [CH3:12][C:13]1[C:14]([C:2]2[CH:3]=[C:4]([CH:7]=[CH:8][C:9]=2[O:10][CH3:11])[CH:5]=[O:6])=[CH:15][C:16]2[C:17]([CH3:26])([CH3:25])[CH2:18][CH2:19][C:20]([CH3:24])([CH3:23])[C:21]=2[CH:22]=1. The yield is 0.900.